From a dataset of Full USPTO retrosynthesis dataset with 1.9M reactions from patents (1976-2016). Predict the reactants needed to synthesize the given product. (1) Given the product [Cl:1][C:2]1[CH:7]=[CH:6][C:5]([CH:8]=[CH:9][C:10]2[N:11]=[C:12]([C:24]#[N:25])[CH:13]=[CH:14][CH:15]=2)=[CH:4][CH:3]=1, predict the reactants needed to synthesize it. The reactants are: [Cl:1][C:2]1[CH:7]=[CH:6][C:5]([CH:8]=[CH:9][C:10]2[CH:15]=[CH:14][CH:13]=[CH:12][N+:11]=2[O-])=[CH:4][CH:3]=1.COS(OC)(=O)=O.[C-:24]#[N:25].[Na+]. (2) Given the product [Cl:16][C:6]1[C:7]([O:9][CH3:10])=[CH:8][C:3]([O:2][CH3:1])=[CH:4][C:5]=1[NH:11][C:12](=[O:14])[CH3:13], predict the reactants needed to synthesize it. The reactants are: [CH3:1][O:2][C:3]1[CH:4]=[C:5]([NH:11][C:12](=[O:14])[CH3:13])[CH:6]=[C:7]([O:9][CH3:10])[CH:8]=1.Cl.[Cl:16]([O-])(=O)=O.[Na+].C([O-])([O-])=O.[K+].[K+]. (3) Given the product [N:16]1([C:8]2[N:13]=[CH:12][C:11]([C:14]#[N:15])=[CH:10][CH:9]=2)[CH:20]=[CH:19][N:18]=[CH:17]1, predict the reactants needed to synthesize it. The reactants are: C(=O)([O-])[O-].[K+].[K+].Cl[C:8]1[N:13]=[CH:12][C:11]([C:14]#[N:15])=[CH:10][CH:9]=1.[NH:16]1[CH:20]=[CH:19][N:18]=[CH:17]1. (4) Given the product [Br:1][C:2]1[C:3]2[N:4]([C:15](=[O:18])[N:16]([CH2:20][C:21]3[C:22]([CH3:31])=[N:23][C:24]([C:27]([F:30])([F:28])[F:29])=[CH:25][CH:26]=3)[N:17]=2)[CH:5]=[CH:6][C:7]=1[C:8]1[CH:9]=[CH:10][C:11]([Cl:14])=[CH:12][CH:13]=1, predict the reactants needed to synthesize it. The reactants are: [Br:1][C:2]1[C:3]2[N:4]([C:15](=[O:18])[NH:16][N:17]=2)[CH:5]=[CH:6][C:7]=1[C:8]1[CH:13]=[CH:12][C:11]([Cl:14])=[CH:10][CH:9]=1.Br[CH2:20][C:21]1[C:22]([CH3:31])=[N:23][C:24]([C:27]([F:30])([F:29])[F:28])=[CH:25][CH:26]=1.C([O-])([O-])=O.[K+].[K+].